From a dataset of Reaction yield outcomes from USPTO patents with 853,638 reactions. Predict the reaction yield, written as a fraction of the theoretical maximum amount of product (1.0 means a 100% yield; for example, 0.34 means a 34% yield). (1) The reactants are [Cl-].O[NH3+:3].[C:4](=[O:7])([O-])[OH:5].[Na+].CS(C)=O.[CH:13]([O:16][C:17]1[CH:22]=[CH:21][C:20]([N:23]2[C:28](=[O:29])[C:27]([CH2:30][C:31]3[CH:36]=[CH:35][C:34]([C:37]4[C:38]([C:43]#[N:44])=[CH:39][CH:40]=[CH:41][CH:42]=4)=[CH:33][CH:32]=3)=[C:26]([CH2:45][CH2:46][CH3:47])[N:25]=[C:24]2[O:48][CH3:49])=[CH:19][CH:18]=1)([CH3:15])[CH3:14]. The catalyst is O. The product is [CH:13]([O:16][C:17]1[CH:18]=[CH:19][C:20]([N:23]2[C:28](=[O:29])[C:27]([CH2:30][C:31]3[CH:36]=[CH:35][C:34]([C:37]4[CH:42]=[CH:41][CH:40]=[CH:39][C:38]=4[C:43]4[NH:3][C:4](=[O:7])[O:5][N:44]=4)=[CH:33][CH:32]=3)=[C:26]([CH2:45][CH2:46][CH3:47])[N:25]=[C:24]2[O:48][CH3:49])=[CH:21][CH:22]=1)([CH3:15])[CH3:14]. The yield is 0.330. (2) The reactants are [Br:1][C:2]1[C:3]([C:13]([F:16])([F:15])[F:14])=[N:4][CH:5]=[C:6](/[CH:8]=[CH:9]/OCC)[CH:7]=1.O.Cl.[CH3:19][NH:20][CH3:21].C(O[BH-](OC(=O)C)OC(=O)C)(=O)C.[Na+]. The yield is 0.150. The product is [Br:1][C:2]1[CH:7]=[C:6]([CH2:8][CH2:9][N:20]([CH3:21])[CH3:19])[CH:5]=[N:4][C:3]=1[C:13]([F:16])([F:15])[F:14]. The catalyst is CC(O)=O.C(Cl)Cl.